From a dataset of Reaction yield outcomes from USPTO patents with 853,638 reactions. Predict the reaction yield, written as a fraction of the theoretical maximum amount of product (1.0 means a 100% yield; for example, 0.34 means a 34% yield). (1) The reactants are [Cl:1][S:2]([OH:5])(=O)=[O:3].[Br:6][C:7]1[CH:8]=[CH:9][C:10]([NH2:13])=[N:11][CH:12]=1. No catalyst specified. The product is [NH2:13][C:10]1[C:9]([S:2]([Cl:1])(=[O:5])=[O:3])=[CH:8][C:7]([Br:6])=[CH:12][N:11]=1. The yield is 0.770. (2) The reactants are [CH3:1][O:2][C:3]1[CH:4]=[CH:5][C:6]2[C:10]([O:11][C:12]3[CH:17]=[CH:16][C:15](/[CH:18]=[CH:19]/[C:20]([O:22]C)=[O:21])=[CH:14][CH:13]=3)=[C:9]([C:24]3[CH:29]=[CH:28][C:27]([O:30][CH3:31])=[CH:26][CH:25]=3)[S:8][C:7]=2[CH:32]=1.C1COCC1.O.[Li+].[OH-]. The catalyst is C(Cl)Cl.CO. The product is [CH3:1][O:2][C:3]1[CH:4]=[CH:5][C:6]2[C:10]([O:11][C:12]3[CH:17]=[CH:16][C:15](/[CH:18]=[CH:19]/[C:20]([OH:22])=[O:21])=[CH:14][CH:13]=3)=[C:9]([C:24]3[CH:25]=[CH:26][C:27]([O:30][CH3:31])=[CH:28][CH:29]=3)[S:8][C:7]=2[CH:32]=1. The yield is 0.920. (3) The reactants are [Br:1][C:2]1[CH:3]=[N:4][C:5](Cl)=[N:6][CH:7]=1.[NH:9]1[CH2:12][CH2:11][CH2:10]1.C(=O)([O-])[O-].[K+].[K+]. The catalyst is CN(C)C=O.O. The product is [N:9]1([C:5]2[N:4]=[CH:3][C:2]([Br:1])=[CH:7][N:6]=2)[CH2:12][CH2:11][CH2:10]1. The yield is 0.930. (4) The reactants are Cl[C:2]1[N:7]2[N:8]=[CH:9][CH:10]=[C:6]2[N:5]=[C:4]([S:11][CH3:12])[N:3]=1.[CH:13]1([NH2:16])[CH2:15][CH2:14]1.O. The catalyst is CN1C(=O)CCC1. The product is [CH:13]1([NH:16][C:2]2[N:7]3[N:8]=[CH:9][CH:10]=[C:6]3[N:5]=[C:4]([S:11][CH3:12])[N:3]=2)[CH2:15][CH2:14]1. The yield is 0.790. (5) The reactants are C(OC([CH:6]1[CH2:11][CH2:10][CH2:9][NH:8][C:7]1=[O:12])=O)C.[OH-].[K+].[CH2:15]([O:17][C:18](=[O:26])[C:19]1[CH:24]=[CH:23][C:22]([NH2:25])=[CH:21][CH:20]=1)[CH3:16].Cl.[N:28]([O-])=O.[Na+].C(=O)(O)[O-].[Na+]. The catalyst is O. The product is [CH2:15]([O:17][C:18](=[O:26])[C:19]1[CH:24]=[CH:23][C:22]([NH:25][N:28]=[C:6]2[CH2:11][CH2:10][CH2:9][NH:8][C:7]2=[O:12])=[CH:21][CH:20]=1)[CH3:16]. The yield is 0.530. (6) The reactants are C[O:2][C:3](=O)[C:4]1[CH:9]=[CH:8][C:7]([CH3:10])=[C:6]([Br:11])[CH:5]=1.O.[NH2:14][NH2:15]. The catalyst is CO. The product is [Br:11][C:6]1[CH:5]=[C:4]([CH:9]=[CH:8][C:7]=1[CH3:10])[C:3]([NH:14][NH2:15])=[O:2]. The yield is 0.500. (7) The reactants are Cl[CH2:2][CH2:3][CH:4]([C:30]1[CH:35]=[CH:34][CH:33]=[CH:32][CH:31]=1)[C:5]([NH:7][CH:8]1[CH2:13][CH2:12][N:11]([CH2:14][C:15]2[CH:20]=[CH:19][CH:18]=[C:17]([O:21][C:22]3[CH:27]=[CH:26][CH:25]=[CH:24][C:23]=3[O:28][CH3:29])[CH:16]=2)[CH2:10][CH2:9]1)=[O:6].[I-].[K+].C(=O)([O-])[O-].[K+].[K+]. The catalyst is CN(C=O)C. The product is [CH3:29][O:28][C:23]1[CH:24]=[CH:25][CH:26]=[CH:27][C:22]=1[O:21][C:17]1[CH:16]=[C:15]([CH:20]=[CH:19][CH:18]=1)[CH2:14][N:11]1[CH2:12][CH2:13][CH:8]([N:7]2[CH2:2][CH2:3][CH:4]([C:30]3[CH:35]=[CH:34][CH:33]=[CH:32][CH:31]=3)[C:5]2=[O:6])[CH2:9][CH2:10]1. The yield is 0.430.